This data is from Full USPTO retrosynthesis dataset with 1.9M reactions from patents (1976-2016). The task is: Predict the reactants needed to synthesize the given product. (1) Given the product [CH3:2][CH:3]([C:4]1[NH:5][C:10]2[CH2:11][CH2:12][C:13](=[O:14])[C:9]=2[N:6]=1)[CH3:7], predict the reactants needed to synthesize it. The reactants are: Cl.[CH3:2][CH:3]([CH3:7])[C:4](=[NH:6])[NH2:5].Br[C:9]1[C:10](=O)[CH2:11][CH2:12][C:13]=1[O:14]C.C(=O)([O-])[O-].[K+].[K+].ClCCl. (2) The reactants are: CN(C=O)C.[Cl:6][C:7]1[CH:12]=[CH:11][C:10]([S:13](O)(=[O:15])=[O:14])=[C:9]([N+:17]([O-:19])=[O:18])[CH:8]=1.O=S(Cl)[Cl:22]. Given the product [Cl:6][C:7]1[CH:12]=[CH:11][C:10]([S:13]([Cl:22])(=[O:15])=[O:14])=[C:9]([N+:17]([O-:19])=[O:18])[CH:8]=1, predict the reactants needed to synthesize it. (3) Given the product [C:16]([O:20][C:21]([N:23]1[CH2:35][C@@H:34]([CH3:36])[N:33]2[C@H:25]([CH2:26][C:27]3[C:32]2=[N:31][C:30]([CH:7]2[CH2:8][CH2:1]2)=[CH:29][CH:28]=3)[CH2:24]1)=[O:22])([CH3:19])([CH3:18])[CH3:17], predict the reactants needed to synthesize it. The reactants are: [CH:1]12BC(C[CH2:7][CH2:8]1)CCC2.C(Br)C#C.[OH-].[Na+].[C:16]([O:20][C:21]([N:23]1[CH2:35][C@@H:34]([CH3:36])[N:33]2[C@H:25]([CH2:26][C:27]3[C:32]2=[N:31][C:30](Br)=[CH:29][CH:28]=3)[CH2:24]1)=[O:22])([CH3:19])([CH3:18])[CH3:17]. (4) Given the product [CH2:10]([O:9][C:7]([C:3]1[C:2]([NH:1][C:12](=[O:13])[O:14][C:15]([CH3:18])([CH3:17])[CH3:16])=[N:6][O:5][N:4]=1)=[O:8])[CH3:11], predict the reactants needed to synthesize it. The reactants are: [NH2:1][C:2]1[C:3]([C:7]([O:9][CH2:10][CH3:11])=[O:8])=[N:4][O:5][N:6]=1.[C:12](O[C:12]([O:14][C:15]([CH3:18])([CH3:17])[CH3:16])=[O:13])([O:14][C:15]([CH3:18])([CH3:17])[CH3:16])=[O:13].